This data is from Full USPTO retrosynthesis dataset with 1.9M reactions from patents (1976-2016). The task is: Predict the reactants needed to synthesize the given product. (1) Given the product [NH2:9][CH2:12][C@@H:13]([OH:56])[CH2:14][N+:15]1[CH:20]=[CH:19][CH:18]=[C:17]([C:21]([C:23]2[N:24]=[CH:25][N:26]3[CH:30]=[C:29]([C:31]4[C@H:32]([CH3:55])[C@@H:33]5[C@@H:50]([C@H:51]([OH:53])[CH3:52])[C:49](=[O:54])[N:34]5[C:35]=4[C:36]([O-:38])=[O:37])[S:28][C:27]=23)=[O:22])[CH:16]=1, predict the reactants needed to synthesize it. The reactants are: FC(F)(F)S([O-])(=O)=O.[N:9]([CH2:12][C@H:13]([O:56][Si](CC)(CC)CC)[CH2:14][N+:15]1[CH:20]=[CH:19][CH:18]=[C:17]([C:21]([C:23]2[N:24]=[CH:25][N:26]3[CH:30]=[C:29]([C:31]4[C@H:32]([CH3:55])[C@@H:33]5[C@@H:50]([C@H:51]([OH:53])[CH3:52])[C:49](=[O:54])[N:34]5[C:35]=4[C:36]([O:38]CC4C=CC([N+]([O-])=O)=CC=4)=[O:37])[S:28][C:27]=23)=[O:22])[CH:16]=1)=[N+]=[N-].O.Cl.C(=O)([O-])O.[Na+]. (2) Given the product [ClH:36].[F:1][C:2]1[CH:7]=[CH:6][C:5]([CH:8]2[CH2:13][CH2:12][N:11]([C:14]([C:16]3[C:24]4[CH2:23][CH2:22][NH:21][CH2:20][C:19]=4[NH:18][N:17]=3)=[O:15])[CH2:10][CH2:9]2)=[C:4]([C:32]([F:35])([F:33])[F:34])[CH:3]=1, predict the reactants needed to synthesize it. The reactants are: [F:1][C:2]1[CH:7]=[CH:6][C:5]([CH:8]2[CH2:13][CH2:12][N:11]([C:14]([C:16]3[C:24]4[CH2:23][CH2:22][N:21](C(OC(C)(C)C)=O)[CH2:20][C:19]=4[NH:18][N:17]=3)=[O:15])[CH2:10][CH2:9]2)=[C:4]([C:32]([F:35])([F:34])[F:33])[CH:3]=1.[ClH:36]. (3) Given the product [CH3:7][C:6]1([CH3:8])[C:2]([CH3:1])([CH3:22])[O:3][B:4]([C:9]2[CH2:14][CH2:13][NH:12][CH2:11][CH:10]=2)[O:5]1, predict the reactants needed to synthesize it. The reactants are: [CH3:1][C:2]1([CH3:22])[C:6]([CH3:8])([CH3:7])[O:5][B:4]([C:9]2[CH2:14][CH2:13][N:12](C(OC(C)(C)C)=O)[CH2:11][CH:10]=2)[O:3]1. (4) Given the product [C:27]([O:1][CH2:2][CH2:3][N:4]1[CH:13]=[CH:12][C:11]2[C:6](=[CH:7][CH:8]=[CH:9][C:10]=2[N+:14]([O-:16])=[O:15])[C:5]1=[O:17])(=[O:29])[CH3:28], predict the reactants needed to synthesize it. The reactants are: [OH:1][CH2:2][CH2:3][N:4]1[CH:13]=[CH:12][C:11]2[C:6](=[CH:7][CH:8]=[CH:9][C:10]=2[N+:14]([O-:16])=[O:15])[C:5]1=[O:17].C(N(CC)C(C)C)(C)C.[C:27](Cl)(=[O:29])[CH3:28]. (5) Given the product [CH3:1][O:2][C:3]1[CH:14]=[CH:13][C:6]([O:7][C:8]2[S:9][C:10]([Sn:24]([CH2:25][CH2:26][CH2:27][CH3:28])([CH2:29][CH2:30][CH2:31][CH3:32])[CH2:20][CH2:21][CH2:22][CH3:23])=[CH:11][N:12]=2)=[CH:5][CH:4]=1, predict the reactants needed to synthesize it. The reactants are: [CH3:1][O:2][C:3]1[CH:14]=[CH:13][C:6]([O:7][C:8]2[S:9][CH:10]=[CH:11][N:12]=2)=[CH:5][CH:4]=1.C([Li])CCC.[CH2:20]([Sn:24](Cl)([CH2:29][CH2:30][CH2:31][CH3:32])[CH2:25][CH2:26][CH2:27][CH3:28])[CH2:21][CH2:22][CH3:23].C(=O)=O. (6) Given the product [O:37]=[C:34]1[CH2:35][CH2:36][N:33]1[C:28]1[CH:29]=[CH:30][CH:31]=[CH:32][C:27]=1[CH2:26][NH:25][C:22]([C:10]1[N:11]=[C:12]2[N:17]([C:18](=[O:19])[C:9]=1[O:8][CH2:1][C:2]1[CH:7]=[CH:6][CH:5]=[CH:4][CH:3]=1)[CH2:16][CH2:15][O:14][C:13]2([CH3:21])[CH3:20])=[O:23], predict the reactants needed to synthesize it. The reactants are: [CH2:1]([O:8][C:9]1[C:18](=[O:19])[N:17]2[C:12]([C:13]([CH3:21])([CH3:20])[O:14][CH2:15][CH2:16]2)=[N:11][C:10]=1[C:22](O)=[O:23])[C:2]1[CH:7]=[CH:6][CH:5]=[CH:4][CH:3]=1.[NH2:25][CH2:26][C:27]1[CH:32]=[CH:31][CH:30]=[CH:29][C:28]=1[N:33]1[CH2:36][CH2:35][C:34]1=[O:37]. (7) The reactants are: COC([C:5]1([CH2:16][C:17]2[CH:22]=[CH:21][C:20]([Cl:23])=[CH:19][CH:18]=2)[CH2:9][CH2:8][C:7]2([CH2:14][O:13][CH2:12][O:11][CH2:10]2)[C:6]1=[O:15])=O.C(N(CC)CC)C.Cl.C(N(CC)CC)C.O.C(=O)(O)[O-].[Na+]. Given the product [Cl:23][C:20]1[CH:21]=[CH:22][C:17]([CH2:16][CH:5]2[CH2:9][CH2:8][C:7]3([CH2:10][O:11][CH2:12][O:13][CH2:14]3)[C:6]2=[O:15])=[CH:18][CH:19]=1, predict the reactants needed to synthesize it. (8) Given the product [CH3:26][S:27]([O:1][CH2:2][C:3]1[C:4]([C:18](=[O:19])[NH:20][C@H:21]([CH:23]([CH3:25])[CH3:24])[CH3:22])=[N:5][O:6][C:7]=1[C:8]1[CH:13]=[CH:12][C:11]([C:14]([F:15])([F:16])[F:17])=[CH:10][CH:9]=1)(=[O:29])=[O:28], predict the reactants needed to synthesize it. The reactants are: [OH:1][CH2:2][C:3]1[C:4]([C:18]([NH:20][C@H:21]([CH:23]([CH3:25])[CH3:24])[CH3:22])=[O:19])=[N:5][O:6][C:7]=1[C:8]1[CH:13]=[CH:12][C:11]([C:14]([F:17])([F:16])[F:15])=[CH:10][CH:9]=1.[CH3:26][S:27](Cl)(=[O:29])=[O:28].C(N(CC)CC)C.